This data is from Full USPTO retrosynthesis dataset with 1.9M reactions from patents (1976-2016). The task is: Predict the reactants needed to synthesize the given product. (1) Given the product [OH:26][C:21]1[CH:22]=[CH:23][CH:24]=[CH:25][C:20]=1[NH:19][C:15](=[O:17])[CH2:14][C:9]1[NH:10][C:11](=[O:13])[CH:12]=[C:7]([N:1]2[CH2:2][CH2:3][O:4][CH2:5][CH2:6]2)[N:8]=1, predict the reactants needed to synthesize it. The reactants are: [N:1]1([C:7]2[N:8]=[C:9]([CH2:14][C:15]([O-:17])=O)[NH:10][C:11](=[O:13])[CH:12]=2)[CH2:6][CH2:5][O:4][CH2:3][CH2:2]1.[Na+].[NH2:19][C:20]1[CH:25]=[CH:24][CH:23]=[CH:22][C:21]=1[OH:26]. (2) Given the product [OH:11][CH2:10][CH2:9][N:8]([CH2:12][C:13]([F:16])([F:15])[F:14])[C:5]1[CH:6]=[CH:7][C:2]([C:23]#[N:24])=[CH:3][C:4]=1[C:17]([F:20])([F:19])[F:18], predict the reactants needed to synthesize it. The reactants are: Br[C:2]1[CH:7]=[CH:6][C:5]([N:8]([CH2:12][C:13]([F:16])([F:15])[F:14])[CH2:9][CH2:10][OH:11])=[C:4]([C:17]([F:20])([F:19])[F:18])[CH:3]=1.[NH4+].[OH-].[CH3:23][N:24](C=O)C. (3) Given the product [CH2:33]([C:13]1[N:12]=[C:11]([CH3:37])[N:10]([C:6]2[CH:7]=[CH:8][CH:9]=[C:4]([CH:1]([OH:3])[CH3:2])[CH:5]=2)[C:15](=[O:16])[C:14]=1[CH2:17][C:18]1[CH:23]=[CH:22][C:21]([C:24]2[C:25]([C:30]#[N:31])=[CH:26][CH:27]=[CH:28][CH:29]=2)=[CH:20][C:19]=1[F:32])[CH2:34][CH2:35][CH3:36], predict the reactants needed to synthesize it. The reactants are: [C:1]([C:4]1[CH:5]=[C:6]([N:10]2[C:15](=[O:16])[C:14]([CH2:17][C:18]3[CH:23]=[CH:22][C:21]([C:24]4[C:25]([C:30]#[N:31])=[CH:26][CH:27]=[CH:28][CH:29]=4)=[CH:20][C:19]=3[F:32])=[C:13]([CH2:33][CH2:34][CH2:35][CH3:36])[N:12]=[C:11]2[CH3:37])[CH:7]=[CH:8][CH:9]=1)(=[O:3])[CH3:2].C(OCC)(=O)C.O. (4) Given the product [F:15][C:16]1[CH:23]=[CH:22][CH:21]=[CH:20][C:17]=1[C:18]1[NH:1][N:2]=[C:3]([C:4]2[CH:5]=[N:6][CH:7]=[CH:8][C:9]=2[C:10]([F:11])([F:12])[F:13])[N:14]=1, predict the reactants needed to synthesize it. The reactants are: [NH2:1][NH:2][C:3](=[NH:14])[C:4]1[C:9]([C:10]([F:13])([F:12])[F:11])=[CH:8][CH:7]=[N:6][CH:5]=1.[F:15][C:16]1[CH:23]=[CH:22][CH:21]=[CH:20][C:17]=1[CH:18]=O. (5) Given the product [C:1]1([CH2:7][C:8]([NH:11][C@H:12]([C:14]([OH:16])=[O:15])[CH3:13])=[O:9])[CH:6]=[CH:5][CH:4]=[CH:3][CH:2]=1, predict the reactants needed to synthesize it. The reactants are: [C:1]1([CH2:7][C:8](Cl)=[O:9])[CH:6]=[CH:5][CH:4]=[CH:3][CH:2]=1.[NH2:11][C@H:12]([C:14]([OH:16])=[O:15])[CH3:13]. (6) Given the product [Br:1][C:2]1[CH:7]=[CH:6][C:5]([C:18]([C:17]2[CH:21]=[C:22]([N+:25]([O-:27])=[O:26])[CH:23]=[CH:24][C:16]=2[Cl:15])=[O:19])=[C:4]([Cl:9])[CH:3]=1, predict the reactants needed to synthesize it. The reactants are: [Br:1][C:2]1[CH:7]=[CH:6][C:5](I)=[C:4]([Cl:9])[CH:3]=1.C([Mg]Cl)(C)C.[Cl:15][C:16]1[CH:24]=[CH:23][C:22]([N+:25]([O-:27])=[O:26])=[CH:21][C:17]=1[C:18](Cl)=[O:19].CCOC(C)=O.O.Cl. (7) Given the product [CH2:1]([O:5][CH:6]1[CH2:11][CH2:10][CH2:9][CH2:8][C:7]1=[CH2:13])[CH2:2][CH:3]=[CH2:4], predict the reactants needed to synthesize it. The reactants are: [CH2:1]([O:5][CH:6]1[CH2:11][CH2:10][CH2:9][CH2:8][C:7]1=O)[CH2:2][CH:3]=[CH2:4].[CH2:13]1COCC1. (8) Given the product [Br:18][C:19]1[N:24]=[CH:23][C:22]([N:2]2[CH:3]=[C:4]3[C:5]([CH2:6][CH2:7][N:8]([C:11]([O:13][C:14]([CH3:17])([CH3:16])[CH3:15])=[O:12])[CH2:9][CH2:10]3)=[N:1]2)=[CH:21][CH:20]=1, predict the reactants needed to synthesize it. The reactants are: [N:1]1[NH:2][CH:3]=[C:4]2[CH2:10][CH2:9][N:8]([C:11]([O:13][C:14]([CH3:17])([CH3:16])[CH3:15])=[O:12])[CH2:7][CH2:6][C:5]=12.[Br:18][C:19]1[N:24]=[CH:23][C:22](B(O)O)=[CH:21][CH:20]=1.N1C=CC=CC=1. (9) Given the product [F:23][C:4]1([F:3])[CH2:5][CH:6]([NH:8][C:9]2[N:18]=[CH:17][C:16]([C:19]([F:20])([F:21])[F:22])=[CH:15][C:10]=2[C:11]([OH:13])=[O:12])[CH2:7]1, predict the reactants needed to synthesize it. The reactants are: [OH-].[Li+].[F:3][C:4]1([F:23])[CH2:7][CH:6]([NH:8][C:9]2[N:18]=[CH:17][C:16]([C:19]([F:22])([F:21])[F:20])=[CH:15][C:10]=2[C:11]([O:13]C)=[O:12])[CH2:5]1.